Dataset: Forward reaction prediction with 1.9M reactions from USPTO patents (1976-2016). Task: Predict the product of the given reaction. (1) Given the reactants [CH3:1][O:2][C:3]([C:5]1[N:6]=[C:7]([NH:10][C:11](=[O:34])[C@@H:12]([NH:20][C:21](=[O:33])[CH:22]([NH2:32])[C:23]2[CH:28]=[CH:27][C:26]([O:29][CH3:30])=[C:25]([F:31])[CH:24]=2)[CH2:13][C:14]2[CH:19]=[CH:18][CH:17]=[CH:16][CH:15]=2)[S:8][CH:9]=1)=[O:4].C(N(C(C)C)CC)(C)C.[O:44]=[C:45](Cl)OC(Cl)(Cl)Cl, predict the reaction product. The product is: [CH3:1][O:2][C:3]([C:5]1[N:6]=[C:7]([NH:10][C:11](=[O:34])[C@@H:12]([N:20]2[C:21](=[O:33])[CH:22]([C:23]3[CH:28]=[CH:27][C:26]([O:29][CH3:30])=[C:25]([F:31])[CH:24]=3)[NH:32][C:45]2=[O:44])[CH2:13][C:14]2[CH:19]=[CH:18][CH:17]=[CH:16][CH:15]=2)[S:8][CH:9]=1)=[O:4]. (2) The product is: [C:32]1([CH3:35])[CH:31]=[CH:30][C:29]([C:26]2[O:25][C:24]([CH2:23][S:14][C:11]3[N:10]([C:15]4[CH:20]=[CH:19][CH:18]=[CH:17][C:16]=4[Cl:21])[C:9]([C:3]4[CH:4]=[CH:5][C:6]([Cl:8])=[CH:7][C:2]=4[Cl:1])=[N:13][N:12]=3)=[N:28][N:27]=2)=[CH:34][CH:33]=1. Given the reactants [Cl:1][C:2]1[CH:7]=[C:6]([Cl:8])[CH:5]=[CH:4][C:3]=1[C:9]1[N:10]([C:15]2[CH:20]=[CH:19][CH:18]=[CH:17][C:16]=2[Cl:21])[C:11]([SH:14])=[N:12][N:13]=1.Cl[CH2:23][C:24]1[O:25][C:26]([C:29]2[CH:34]=[CH:33][C:32]([CH3:35])=[CH:31][CH:30]=2)=[N:27][N:28]=1.C([O-])([O-])=O.[K+].[K+], predict the reaction product.